Dataset: Catalyst prediction with 721,799 reactions and 888 catalyst types from USPTO. Task: Predict which catalyst facilitates the given reaction. (1) Reactant: [CH3:1][O:2][N:3]=[CH:4]/[C:5](/[CH3:16])=[CH:6]/[C@@H:7]1[C@@H:9]([C:10]([O:12]C)=[O:11])[C:8]1([CH3:15])[CH3:14].[OH-].[Na+].CO. Product: [CH3:1][O:2][N:3]=[CH:4]/[C:5](/[CH3:16])=[CH:6]/[C@@H:7]1[C@@H:9]([C:10]([OH:12])=[O:11])[C:8]1([CH3:15])[CH3:14]. The catalyst class is: 6. (2) The catalyst class is: 121. Product: [CH3:16][N:11]1[C:10]2[CH2:12][CH2:13][CH2:14][CH2:15][C:9]=2[N:8]=[C:7]1[S:4]([CH3:3])(=[O:5])=[O:6]. Reactant: [H-].[Na+].[CH3:3][S:4]([C:7]1[NH:11][C:10]2[CH2:12][CH2:13][CH2:14][CH2:15][C:9]=2[N:8]=1)(=[O:6])=[O:5].[CH3:16]I.[Cl-].[Cl-].[Ca+2]. (3) Reactant: [NH2:1][C:2]1[N:6]([CH:7]2[CH2:12][CH2:11][CH2:10][N:9](C(OCC3C=CC=CC=3)=O)[CH2:8]2)[N:5]=[C:4]([C:23]2[CH:28]=[CH:27][C:26]([CH2:29][C:30]3[CH:35]=[CH:34][CH:33]=[CH:32][CH:31]=3)=[CH:25][CH:24]=2)[C:3]=1[C:36]#[N:37].[OH-:38].[Na+]. Product: [NH2:1][C:2]1[N:6]([CH:7]2[CH2:12][CH2:11][CH2:10][NH:9][CH2:8]2)[N:5]=[C:4]([C:23]2[CH:24]=[CH:25][C:26]([CH2:29][C:30]3[CH:31]=[CH:32][CH:33]=[CH:34][CH:35]=3)=[CH:27][CH:28]=2)[C:3]=1[C:36]([NH2:37])=[O:38]. The catalyst class is: 14.